Dataset: Retrosynthesis with 50K atom-mapped reactions and 10 reaction types from USPTO. Task: Predict the reactants needed to synthesize the given product. (1) The reactants are: C#CCCNC(=O)OCc1ccccc1.COC(=O)[C@H](Cc1ccc(OS(=O)(=O)C(F)(F)F)c2ccccc12)NC(=O)OC(C)(C)C. Given the product COC(=O)[C@H](Cc1ccc(C#CCCNC(=O)OCc2ccccc2)c2ccccc12)NC(=O)OC(C)(C)C, predict the reactants needed to synthesize it. (2) Given the product CC(C(=O)N[C@@H](C)C(=O)N1C(=O)C(C)c2ccccc2-c2c(N)cccc21)c1ccccc1, predict the reactants needed to synthesize it. The reactants are: CC(C(=O)O)c1ccccc1.CC1C(=O)N(C(=O)[C@H](C)N)c2cccc(N)c2-c2ccccc21. (3) Given the product c1ccc2c(N3CCOCC3)nc(N3CCNCC3)cc2c1, predict the reactants needed to synthesize it. The reactants are: C1CNCCN1.Clc1cc2ccccc2c(N2CCOCC2)n1.